Dataset: Forward reaction prediction with 1.9M reactions from USPTO patents (1976-2016). Task: Predict the product of the given reaction. (1) Given the reactants C1(N2CC[O:9]CC2)CCCC=1.[OH:12][C:13]1[CH:20]=[CH:19][C:16]([CH:17]=O)=[CH:15][C:14]=1[O:21][CH3:22].Cl.[CH:24]1[CH:29]=[CH:28][CH:27]=[CH:26]C=1, predict the reaction product. The product is: [OH:12][C:13]1[CH:20]=[CH:19][C:16]([CH:17]=[C:26]2[CH2:27][CH2:28][CH2:29][C:24]2=[O:9])=[CH:15][C:14]=1[O:21][CH3:22]. (2) Given the reactants [CH2:1]([O:3][C:4]([N:6]1[CH2:11][CH2:10][N:9]([C:12](=[O:48])[C@@H:13]([NH:22][C:23]([C:25]2[CH:29]=[C:28]([O:30][CH2:31][C:32]([O:34]CC3C=CC=CC=3)=[O:33])[N:27]([C:42]3[CH:47]=[CH:46][CH:45]=[CH:44][CH:43]=3)[N:26]=2)=[O:24])[CH2:14][C:15]([O:17][C:18]([CH3:21])([CH3:20])[CH3:19])=[O:16])[CH2:8][CH2:7]1)=[O:5])[CH3:2], predict the reaction product. The product is: [CH2:1]([O:3][C:4]([N:6]1[CH2:11][CH2:10][N:9]([C:12](=[O:48])[C@@H:13]([NH:22][C:23]([C:25]2[CH:29]=[C:28]([O:30][CH2:31][C:32]([OH:34])=[O:33])[N:27]([C:42]3[CH:47]=[CH:46][CH:45]=[CH:44][CH:43]=3)[N:26]=2)=[O:24])[CH2:14][C:15]([O:17][C:18]([CH3:21])([CH3:20])[CH3:19])=[O:16])[CH2:8][CH2:7]1)=[O:5])[CH3:2]. (3) Given the reactants [C:1]([C:4]1[N:9]=[N:8][C:7]([NH:10][C@@H:11]2[CH2:16][CH2:15][CH2:14][CH2:13][C@@H:12]2[NH:17]C(=O)OC(C)(C)C)=[CH:6][C:5]=1[NH:25][C:26]1[CH:31]=[C:30]([CH3:32])[CH:29]=[C:28]([CH3:33])[N:27]=1)(=[O:3])[NH2:2].[F:34][C:35]([F:40])([F:39])[C:36]([OH:38])=[O:37], predict the reaction product. The product is: [F:34][C:35]([F:40])([F:39])[C:36]([OH:38])=[O:37].[NH2:17][C@H:12]1[CH2:13][CH2:14][CH2:15][CH2:16][C@H:11]1[NH:10][C:7]1[N:8]=[N:9][C:4]([C:1]([NH2:2])=[O:3])=[C:5]([NH:25][C:26]2[CH:31]=[C:30]([CH3:32])[CH:29]=[C:28]([CH3:33])[N:27]=2)[CH:6]=1.